Predict the product of the given reaction. From a dataset of Forward reaction prediction with 1.9M reactions from USPTO patents (1976-2016). The product is: [NH:1]1[C:9]2[C:4](=[CH:5][CH:6]=[CH:7][CH:8]=2)[CH:3]=[C:2]1[C:10]1[C:18]2[C:13](=[CH:14][CH:15]=[CH:16][CH:17]=2)[NH:12][CH:11]=1. Given the reactants [NH:1]1[C:9]2[C:4](=[CH:5][CH:6]=[CH:7][CH:8]=2)[CH2:3][CH:2]1[C:10]1[C:18]2[C:13](=[CH:14][CH:15]=[CH:16][CH:17]=2)[NH:12][CH:11]=1, predict the reaction product.